Dataset: Reaction yield outcomes from USPTO patents with 853,638 reactions. Task: Predict the reaction yield, written as a fraction of the theoretical maximum amount of product (1.0 means a 100% yield; for example, 0.34 means a 34% yield). (1) The reactants are Br[C:2]1[CH:3]=[C:4]([C:8](=[O:10])[CH3:9])[CH:5]=[CH:6][CH:7]=1.[C:11]1(B(O)O)[CH:16]=[CH:15][CH:14]=[CH:13][CH:12]=1. The catalyst is CN(C=O)C.C1C=CC([P]([Pd]([P](C2C=CC=CC=2)(C2C=CC=CC=2)C2C=CC=CC=2)([P](C2C=CC=CC=2)(C2C=CC=CC=2)C2C=CC=CC=2)[P](C2C=CC=CC=2)(C2C=CC=CC=2)C2C=CC=CC=2)(C2C=CC=CC=2)C2C=CC=CC=2)=CC=1. The product is [C:2]1([C:11]2[CH:16]=[CH:15][CH:14]=[CH:13][CH:12]=2)[CH:7]=[CH:6][CH:5]=[C:4]([C:8](=[O:10])[CH3:9])[CH:3]=1. The yield is 0.990. (2) The product is [N:1]1[CH:6]=[CH:5][CH:4]=[C:3]([C:7]2[CH:8]=[C:9]([CH:14]=[CH:15][CH:16]=2)[C:10]([OH:12])=[O:11])[CH:2]=1. The catalyst is CO. The yield is 0.900. The reactants are [N:1]1[CH:6]=[CH:5][CH:4]=[C:3]([C:7]2[CH:8]=[C:9]([CH:14]=[CH:15][CH:16]=2)[C:10]([O:12]C)=[O:11])[CH:2]=1.[OH-].[Na+].